From a dataset of Reaction yield outcomes from USPTO patents with 853,638 reactions. Predict the reaction yield, written as a fraction of the theoretical maximum amount of product (1.0 means a 100% yield; for example, 0.34 means a 34% yield). (1) The catalyst is CCOC(C)=O. The yield is 0.400. The reactants are [NH2:1][CH:2]([CH3:12])[CH2:3][NH:4][C:5](=[O:11])[O:6][C:7]([CH3:10])([CH3:9])[CH3:8].[OH:13][C:14]1[CH:22]=[CH:21][CH:20]=[CH:19][C:15]=1[C:16](O)=[O:17].N1C=CN=C1.C1CCC(N=C=NC2CCCCC2)CC1. The product is [OH:13][C:14]1[CH:22]=[CH:21][CH:20]=[CH:19][C:15]=1[C:16]([NH:1][CH:2]([CH3:12])[CH2:3][NH:4][C:5](=[O:11])[O:6][C:7]([CH3:8])([CH3:10])[CH3:9])=[O:17]. (2) The reactants are [NH2:1][C:2]1[CH:7]=[CH:6][C:5]([S:8]([NH2:11])(=[O:10])=[O:9])=[CH:4][CH:3]=1.[C:12](Cl)(=[O:22])[C:13]1[C:14](=[CH:18][CH:19]=[CH:20][CH:21]=1)[C:15](Cl)=[O:16].Cl. The catalyst is N1C=CC=CC=1. The product is [O:16]=[C:15]1[C:14]2[CH:18]=[CH:19][CH:20]=[CH:21][C:13]=2[C:12](=[O:22])[N:1]1[C:2]1[CH:7]=[CH:6][C:5]([S:8]([NH2:11])(=[O:9])=[O:10])=[CH:4][CH:3]=1. The yield is 0.900. (3) The reactants are [CH2:1]([O:8][C:9]([C:11]1([C:14]([OH:16])=O)[CH2:13][CH2:12]1)=[O:10])[C:2]1[CH:7]=[CH:6][CH:5]=[CH:4][CH:3]=1.CN1CCOCC1.S(Cl)(Cl)=O.[NH2:28][C:29]1[C:44]([F:45])=[CH:43][C:32]([O:33][C:34]2[CH:39]=[CH:38][N:37]=[C:36]([C:40]([NH2:42])=[O:41])[CH:35]=2)=[C:31]([F:46])[CH:30]=1. The catalyst is O1CCCC1. The product is [NH2:42][C:40]([C:36]1[CH:35]=[C:34]([O:33][C:32]2[C:31]([F:46])=[CH:30][C:29]([NH:28][C:14]([C:11]3([C:9]([O:8][CH2:1][C:2]4[CH:3]=[CH:4][CH:5]=[CH:6][CH:7]=4)=[O:10])[CH2:12][CH2:13]3)=[O:16])=[C:44]([F:45])[CH:43]=2)[CH:39]=[CH:38][N:37]=1)=[O:41]. The yield is 0.930. (4) The reactants are [N+:1]([C:4]1[CH:5]=[CH:6][C:7]([NH:10][CH2:11][CH2:12][OH:13])=[N:8][CH:9]=1)([O-])=O. The catalyst is O1CCCC1.[Pd]. The product is [NH2:1][C:4]1[CH:5]=[CH:6][C:7]([NH:10][CH2:11][CH2:12][OH:13])=[N:8][CH:9]=1. The yield is 0.900. (5) The reactants are [C:1]([N:4]1[C:12]2[C:7](=[CH:8][C:9]([OH:14])=[C:10]([Br:13])[CH:11]=2)[CH2:6][CH2:5]1)(=[O:3])[CH3:2].[C:15]([O-])([O-])=O.[K+].[K+].IC. The catalyst is CN(C=O)C. The product is [C:1]([N:4]1[C:12]2[C:7](=[CH:8][C:9]([O:14][CH3:15])=[C:10]([Br:13])[CH:11]=2)[CH2:6][CH2:5]1)(=[O:3])[CH3:2]. The yield is 0.850. (6) The reactants are [NH2:1][CH2:2][CH2:3][NH:4][C:5](=[O:11])[O:6][C:7]([CH3:10])([CH3:9])[CH3:8].N1C=CC=CC=1.ClCCl.[F:21][C:22]([F:33])([F:32])[C:23](O[C:23](=[O:24])[C:22]([F:33])([F:32])[F:21])=[O:24]. The catalyst is O. The product is [F:21][C:22]([F:33])([F:32])[C:23]([NH:1][CH2:2][CH2:3][NH:4][C:5](=[O:11])[O:6][C:7]([CH3:8])([CH3:10])[CH3:9])=[O:24]. The yield is 0.820.